This data is from Forward reaction prediction with 1.9M reactions from USPTO patents (1976-2016). The task is: Predict the product of the given reaction. (1) Given the reactants [F:1][C:2]1[CH:9]=[CH:8][C:5]([CH:6]=O)=[CH:4][CH:3]=1.C(O)(=O)[CH2:11][C:12]([OH:14])=[O:13].N1CCCCC1.Cl, predict the reaction product. The product is: [F:1][C:2]1[CH:9]=[CH:8][C:5]([CH:6]=[CH:11][C:12]([OH:14])=[O:13])=[CH:4][CH:3]=1. (2) Given the reactants [CH3:1][C:2]1[CH:7]=[CH:6][CH:5]=[CH:4][N:3]=1.C1COCC1.C([N-]C(C)C)(C)C.[Li+].C([O:23][C:24](=O)[CH:25]=[C:26]1[NH:30][C:29]2[CH:31]=[CH:32][CH:33]=[CH:34][C:28]=2[S:27]1)C, predict the reaction product. The product is: [S:27]1[C:28]2[CH:34]=[CH:33][CH:32]=[CH:31][C:29]=2[NH:30][C:26]1=[CH:25][C:24](=[O:23])[CH2:1][C:2]1[CH:7]=[CH:6][CH:5]=[CH:4][N:3]=1. (3) Given the reactants [Cl:1][C:2]1[CH:7]=[CH:6][C:5]([N:8]([CH3:20])[C:9](=[O:19])[C:10]2[CH:15]=[CH:14][C:13]([C:16]#[N:17])=[C:12]([CH3:18])[CH:11]=2)=[CH:4][CH:3]=1.[BH4-].[Na+], predict the reaction product. The product is: [NH2:17][CH2:16][C:13]1[CH:14]=[CH:15][C:10]([C:9]([N:8]([C:5]2[CH:6]=[CH:7][C:2]([Cl:1])=[CH:3][CH:4]=2)[CH3:20])=[O:19])=[CH:11][C:12]=1[CH3:18]. (4) Given the reactants [Cl:1][C:2]1[CH:9]=[C:8]([F:10])[CH:7]=[CH:6][C:3]=1[CH:4]=O.[CH3:11][C:12]1[N:13]=[C:14]([CH2:17][C:18]([CH3:20])=O)[S:15][CH:16]=1.[NH2:21]/[C:22](/[CH3:26])=[CH:23]\[C:24]#[N:25], predict the reaction product. The product is: [Cl:1][C:2]1[CH:9]=[C:8]([F:10])[CH:7]=[CH:6][C:3]=1[CH:4]1[C:17]([C:14]2[S:15][CH:16]=[C:12]([CH3:11])[N:13]=2)=[C:18]([CH3:20])[NH:21][C:22]([CH3:26])=[C:23]1[C:24]#[N:25]. (5) Given the reactants [CH2:1]1[C:9]2[C:4](=[CH:5][C:6]([CH2:10][OH:11])=[CH:7][CH:8]=2)[CH2:3][NH:2]1.C(N(CC)CC)C.Cl[C:20]([O:22][CH2:23][C:24]1[CH:29]=[CH:28][CH:27]=[CH:26][CH:25]=1)=[O:21], predict the reaction product. The product is: [CH2:23]([O:22][C:20]([N:2]1[CH2:3][C:4]2[C:9](=[CH:8][CH:7]=[C:6]([CH2:10][OH:11])[CH:5]=2)[CH2:1]1)=[O:21])[C:24]1[CH:29]=[CH:28][CH:27]=[CH:26][CH:25]=1.